The task is: Predict the reaction yield, written as a fraction of the theoretical maximum amount of product (1.0 means a 100% yield; for example, 0.34 means a 34% yield).. This data is from Reaction yield outcomes from USPTO patents with 853,638 reactions. (1) The reactants are [CH3:1][O:2][CH2:3][CH2:4][NH:5][C:6]([C:8]1[C:9]2[CH2:10][CH2:11][C:12]3([NH:21][C:22]=2[C:23]2[N:28]=[C:27]([CH3:29])[N:26]([CH3:30])[C:24]=2[CH:25]=1)[CH2:20][C:19]1[C:14](=[CH:15][CH:16]=[CH:17][CH:18]=1)[CH2:13]3)=[O:7].[ClH:31]. The catalyst is CO. The product is [ClH:31].[CH3:1][O:2][CH2:3][CH2:4][NH:5][C:6]([C:8]1[C:9]2[CH2:10][CH2:11][C:12]3([NH:21][C:22]=2[C:23]2[N:28]=[C:27]([CH3:29])[N:26]([CH3:30])[C:24]=2[CH:25]=1)[CH2:20][C:19]1[C:14](=[CH:15][CH:16]=[CH:17][CH:18]=1)[CH2:13]3)=[O:7]. The yield is 0.290. (2) The reactants are [CH3:1][O:2][C:3]1[CH:4]=[C:5]([NH2:15])[CH:6]=[CH:7][C:8]=1[N:9]1[CH:13]=[C:12]([CH3:14])[N:11]=[CH:10]1.[CH2:16]([O:23][C:24](=[O:36])[CH2:25][N:26]([C:28]1[CH:33]=[C:32]([CH3:34])[N:31]=[C:30](Cl)[N:29]=1)[CH3:27])[C:17]1[CH:22]=[CH:21][CH:20]=[CH:19][CH:18]=1.C(=O)([O-])[O-].[K+].[K+]. No catalyst specified. The product is [CH2:16]([O:23][C:24](=[O:36])[CH2:25][N:26]([C:28]1[CH:33]=[C:32]([CH3:34])[N:31]=[C:30]([NH:15][C:5]2[CH:6]=[CH:7][C:8]([N:9]3[CH:13]=[C:12]([CH3:14])[N:11]=[CH:10]3)=[C:3]([O:2][CH3:1])[CH:4]=2)[N:29]=1)[CH3:27])[C:17]1[CH:22]=[CH:21][CH:20]=[CH:19][CH:18]=1. The yield is 0.560.